The task is: Predict which catalyst facilitates the given reaction.. This data is from Catalyst prediction with 721,799 reactions and 888 catalyst types from USPTO. (1) Reactant: C([O:3][C:4](=[O:38])[CH2:5][CH:6]1[S:10][C:9]([C:11]2[NH:12][C:13]3[C:18]([CH:19]=2)=[CH:17][C:16]([O:20][C:21]2[CH:22]=[N:23][C:24]([S:27]([CH3:30])(=[O:29])=[O:28])=[CH:25][CH:26]=2)=[CH:15][C:14]=3[O:31][CH:32]2[CH2:37][CH2:36][O:35][CH2:34][CH2:33]2)=[N:8][CH2:7]1)C.[OH-].[Na+]. Product: [CH3:30][S:27]([C:24]1[N:23]=[CH:22][C:21]([O:20][C:16]2[CH:17]=[C:18]3[C:13](=[C:14]([O:31][CH:32]4[CH2:37][CH2:36][O:35][CH2:34][CH2:33]4)[CH:15]=2)[NH:12][C:11]([C:9]2[S:10][CH:6]([CH2:5][C:4]([OH:38])=[O:3])[CH2:7][N:8]=2)=[CH:19]3)=[CH:26][CH:25]=1)(=[O:28])=[O:29]. The catalyst class is: 199. (2) Reactant: [Cl:1][C:2]1[CH:7]=[C:6](F)[CH:5]=[CH:4][C:3]=1[S:9]([C@H:12]1[CH2:16][N:15]([C:17]2[N:21]([CH2:22][CH2:23][C:24]3[CH:29]=[CH:28][CH:27]=[CH:26][CH:25]=3)[N:20]=[C:19]([CH3:30])[CH:18]=2)[C@H:14]([C:31]([NH:33][C:34]2([C:37]#[N:38])[CH2:36][CH2:35]2)=[O:32])[CH2:13]1)(=[O:11])=[O:10].Cl.[F:40][C:41]1([F:45])[CH2:44][NH:43][CH2:42]1. Product: [C:37]([C:34]1([NH:33][C:31]([C@@H:14]2[CH2:13][C@@H:12]([S:9]([C:3]3[CH:4]=[CH:5][C:6]([N:43]4[CH2:44][C:41]([F:45])([F:40])[CH2:42]4)=[CH:7][C:2]=3[Cl:1])(=[O:11])=[O:10])[CH2:16][N:15]2[C:17]2[N:21]([CH2:22][CH2:23][C:24]3[CH:25]=[CH:26][CH:27]=[CH:28][CH:29]=3)[N:20]=[C:19]([CH3:30])[CH:18]=2)=[O:32])[CH2:36][CH2:35]1)#[N:38]. The catalyst class is: 10. (3) Reactant: [C:1]([O:5][C:6](=[O:30])[NH:7][C:8]1[N:17]([CH2:18][CH2:19][CH3:20])[CH2:16][C:15]2[C:10](=[CH:11][CH:12]=[C:13]([O:21][C:22]3[CH:27]=[CH:26][CH:25]=[C:24]([C:28]#[N:29])[CH:23]=3)[CH:14]=2)[N:9]=1)([CH3:4])([CH3:3])[CH3:2].N.O=[Si]=O. Product: [C:1]([O:5][C:6](=[O:30])[NH:7][C:8]1[N:17]([CH2:18][CH2:19][CH3:20])[CH2:16][C:15]2[C:10](=[CH:11][CH:12]=[C:13]([O:21][C:22]3[CH:27]=[CH:26][CH:25]=[C:24]([CH2:28][NH2:29])[CH:23]=3)[CH:14]=2)[N:9]=1)([CH3:2])([CH3:3])[CH3:4]. The catalyst class is: 94. (4) Reactant: Br[C:2]1[CH:7]=[CH:6][C:5]([C:8]([F:11])([F:10])[F:9])=[CH:4][N:3]=1.[C:12]([O:16][C:17](=[O:28])[NH:18][CH2:19][CH2:20][C:21]1[CH:26]=[CH:25][C:24]([OH:27])=[CH:23][CH:22]=1)([CH3:15])([CH3:14])[CH3:13].C(=O)([O-])[O-].[K+].[K+]. Product: [C:12]([O:16][C:17](=[O:28])[NH:18][CH2:19][CH2:20][C:21]1[CH:26]=[CH:25][C:24]([O:27][C:2]2[CH:7]=[CH:6][C:5]([C:8]([F:11])([F:10])[F:9])=[CH:4][N:3]=2)=[CH:23][CH:22]=1)([CH3:15])([CH3:13])[CH3:14]. The catalyst class is: 3. (5) Reactant: [CH3:1][C:2]1([CH3:31])[N:6]([CH2:7][C:8]2[CH:13]=[CH:12][N:11]=[C:10](S(C)(=O)=O)[N:9]=2)[C:5](=[O:18])[N:4]([C:19]2[CH:24]=[CH:23][C:22]([S:25][C:26]([F:29])([F:28])[F:27])=[CH:21][CH:20]=2)[C:3]1=[O:30].[NH3:32]. Product: [NH2:32][C:10]1[N:9]=[C:8]([CH2:7][N:6]2[C:2]([CH3:1])([CH3:31])[C:3](=[O:30])[N:4]([C:19]3[CH:24]=[CH:23][C:22]([S:25][C:26]([F:27])([F:28])[F:29])=[CH:21][CH:20]=3)[C:5]2=[O:18])[CH:13]=[CH:12][N:11]=1. The catalyst class is: 12.